Dataset: Forward reaction prediction with 1.9M reactions from USPTO patents (1976-2016). Task: Predict the product of the given reaction. (1) The product is: [CH2:18]([N:8]1[C:9]([C:11]2[CH:16]=[CH:15][C:14]([F:17])=[CH:13][CH:12]=2)=[N:10][C:6]([NH:5][C:3]([C:2]([NH:1][C:33]([C@@H:29]2[CH2:30][CH2:31][CH2:32][N:28]2[CH3:27])=[O:34])([CH3:26])[CH3:25])=[O:4])=[N:7]1)[C:19]1[CH:24]=[CH:23][CH:22]=[CH:21][CH:20]=1. Given the reactants [NH2:1][C:2]([CH3:26])([CH3:25])[C:3]([NH:5][C:6]1[N:10]=[C:9]([C:11]2[CH:16]=[CH:15][C:14]([F:17])=[CH:13][CH:12]=2)[N:8]([CH2:18][C:19]2[CH:24]=[CH:23][CH:22]=[CH:21][CH:20]=2)[N:7]=1)=[O:4].[CH3:27][N:28]1[CH2:32][CH2:31][CH2:30][C@H:29]1[C:33](O)=[O:34].CN(C(ON1N=NC2C=CC=NC1=2)=[N+](C)C)C.F[P-](F)(F)(F)(F)F.C(N(CC)CC)C, predict the reaction product. (2) Given the reactants [CH2:1]([NH:7][CH:8]1[CH2:13][CH2:12][N:11]([CH3:14])[CH2:10][CH2:9]1)[C:2]1[O:6][CH:5]=[CH:4][CH:3]=1.[CH3:15][O:16][C:17]1[CH:22]=[CH:21][C:20]([CH2:23][C:24](Cl)=[O:25])=[CH:19][CH:18]=1, predict the reaction product. The product is: [CH3:15][O:16][C:17]1[CH:22]=[CH:21][C:20]([CH2:23][C:24]([N:7]([CH2:1][C:2]2[O:6][CH:5]=[CH:4][CH:3]=2)[CH:8]2[CH2:13][CH2:12][N:11]([CH3:14])[CH2:10][CH2:9]2)=[O:25])=[CH:19][CH:18]=1. (3) Given the reactants [CH3:1][O:2][C:3]1[CH:4]=[CH:5][C:6]([CH2:10][CH2:11][C:12]2[CH:17]=[CH:16][C:15]([O:18][CH3:19])=[CH:14][CH:13]=2)=[C:7]([NH2:9])[CH:8]=1.[OH:20][C:21]1[CH:22]=[C:23]([C:30](O)=[O:31])[C:24](=[CH:28][CH:29]=1)[C:25](O)=[O:26], predict the reaction product. The product is: [OH:20][C:21]1[CH:22]=[C:23]2[C:24](=[CH:28][CH:29]=1)[C:25](=[O:26])[N:9]([C:7]1[CH:8]=[C:3]([O:2][CH3:1])[CH:4]=[CH:5][C:6]=1[CH2:10][CH2:11][C:12]1[CH:13]=[CH:14][C:15]([O:18][CH3:19])=[CH:16][CH:17]=1)[C:30]2=[O:31]. (4) The product is: [NH2:8][CH2:9][CH2:10][C@H:11]1[CH2:13][C@@H:12]1[CH:14]1[CH2:19][CH2:18][N:17]([C:20]([O:22][C:23]([CH3:26])([CH3:25])[CH3:24])=[O:21])[CH2:16][CH2:15]1. Given the reactants C([N:8](CC1C=CC=CC=1)[CH2:9][CH2:10][C@H:11]1[CH2:13][C@@H:12]1[CH:14]1[CH2:19][CH2:18][N:17]([C:20]([O:22][C:23]([CH3:26])([CH3:25])[CH3:24])=[O:21])[CH2:16][CH2:15]1)C1C=CC=CC=1.[H][H], predict the reaction product. (5) Given the reactants [CH2:1]([CH:3]([C:6]1[C:11]2[N:12]([CH3:16])[C:13](=O)[NH:14][C:10]=2[C:9]([CH3:17])=[CH:8][CH:7]=1)[CH2:4][CH3:5])[CH3:2].P(Cl)(Cl)([Cl:20])=O, predict the reaction product. The product is: [Cl:20][C:13]1[N:12]([CH3:16])[C:11]2[C:6]([CH:3]([CH2:4][CH3:5])[CH2:1][CH3:2])=[CH:7][CH:8]=[C:9]([CH3:17])[C:10]=2[N:14]=1. (6) The product is: [OH:1][C:2]1[CH:7]=[C:6]([O:8][CH2:36][C:37]([O:39][CH2:40][CH3:41])=[O:38])[CH:5]=[CH:4][C:3]=1[C:9]1[N:10]=[C:11]([C:22]2[CH:23]=[CH:24][C:25]([CH3:28])=[CH:26][CH:27]=2)[N:12]=[C:13]([C:15]2[CH:20]=[CH:19][C:18]([CH3:21])=[CH:17][CH:16]=2)[N:14]=1. Given the reactants [OH:1][C:2]1[CH:7]=[C:6]([OH:8])[CH:5]=[CH:4][C:3]=1[C:9]1[N:14]=[C:13]([C:15]2[CH:20]=[CH:19][C:18]([CH3:21])=[CH:17][CH:16]=2)[N:12]=[C:11]([C:22]2[CH:27]=[CH:26][C:25]([CH3:28])=[CH:24][CH:23]=2)[N:10]=1.C([O-])([O-])=O.[K+].[K+].Cl[CH2:36][C:37]([O:39][CH2:40][CH3:41])=[O:38], predict the reaction product. (7) Given the reactants CO[C:3]([C:5]1[C:10]2[S:11][C:12]([CH3:15])=[C:13]([Br:14])[C:9]=2[CH:8]=[CH:7][CH:6]=1)=[O:4].[OH-].[Na+].Cl.C(Cl)(=O)C(Cl)=O.Cl.[CH3:26][NH:27][O:28][CH3:29].CCN(CC)CC, predict the reaction product. The product is: [CH3:29][O:28][N:27]([CH3:26])[C:3]([C:5]1[C:10]2[S:11][C:12]([CH3:15])=[C:13]([Br:14])[C:9]=2[CH:8]=[CH:7][CH:6]=1)=[O:4]. (8) Given the reactants [CH2:1]([N:8]1[CH:12]=[C:11]([C:13]2[CH:18]=[C:17]([F:19])[CH:16]=[CH:15][C:14]=2[F:20])[N:10]=[C:9]1[C@@H:21]([CH:23]1[CH2:28][CH2:27][O:26][CH2:25][CH2:24]1)[NH2:22])[C:2]1[CH:7]=[CH:6][CH:5]=[CH:4][CH:3]=1.C(O[BH-](OC(=O)C)OC(=O)C)(=O)C.[Na+].[F:43][C@@H:44]1[C@H:48]([CH:49]=O)[CH2:47][N:46]([C:51]([O:53][CH2:54][C:55]2[CH:60]=[CH:59][CH:58]=[CH:57][CH:56]=2)=[O:52])[CH2:45]1, predict the reaction product. The product is: [CH2:1]([N:8]1[CH:12]=[C:11]([C:13]2[CH:18]=[C:17]([F:19])[CH:16]=[CH:15][C:14]=2[F:20])[N:10]=[C:9]1[C@H:21]([NH:22][CH2:49][C@H:48]1[C@@H:44]([F:43])[CH2:45][N:46]([C:51]([O:53][CH2:54][C:55]2[CH:60]=[CH:59][CH:58]=[CH:57][CH:56]=2)=[O:52])[CH2:47]1)[CH:23]1[CH2:28][CH2:27][O:26][CH2:25][CH2:24]1)[C:2]1[CH:3]=[CH:4][CH:5]=[CH:6][CH:7]=1.